Dataset: Catalyst prediction with 721,799 reactions and 888 catalyst types from USPTO. Task: Predict which catalyst facilitates the given reaction. (1) Reactant: [Cl:1][C:2]1[CH:15]=[C:14]([F:16])[C:13]([N:17]2[C:22](=[O:23])[CH:21]=[C:20]([C:24]([F:27])([F:26])[F:25])[N:19]([CH3:28])[C:18]2=[O:29])=[CH:12][C:3]=1[O:4][C:5]1[C:6](=[O:11])[NH:7][CH:8]=[CH:9][CH:10]=1.[Sn](Cl)(Cl)(Cl)Cl.ClCCCl.[N+](=[CH:41][C:42]([O:44][CH2:45][CH3:46])=[O:43])=[N-]. Product: [Cl:1][C:2]1[CH:15]=[C:14]([F:16])[C:13]([N:17]2[C:22](=[O:23])[CH:21]=[C:20]([C:24]([F:27])([F:26])[F:25])[N:19]([CH3:28])[C:18]2=[O:29])=[CH:12][C:3]=1[O:4][C:5]1[C:6]([O:11][CH2:41][C:42]([O:44][CH2:45][CH3:46])=[O:43])=[N:7][CH:8]=[CH:9][CH:10]=1. The catalyst class is: 195. (2) Reactant: CS(O[CH:6]([CH2:21][CH3:22])[CH2:7][CH2:8][CH:9](OS(C)(=O)=O)[C:10]1[CH:15]=[CH:14][CH:13]=[CH:12][CH:11]=1)(=O)=O.[NH2:23][C:24]1[CH:31]=[CH:30][C:27]([C:28]#[N:29])=[C:26]([Cl:32])[C:25]=1[CH3:33]. Product: [Cl:32][C:26]1[C:25]([CH3:33])=[C:24]([N:23]2[CH:9]([C:10]3[CH:15]=[CH:14][CH:13]=[CH:12][CH:11]=3)[CH2:8][CH2:7][CH:6]2[CH2:21][CH3:22])[CH:31]=[CH:30][C:27]=1[C:28]#[N:29]. The catalyst class is: 11.